The task is: Predict the reactants needed to synthesize the given product.. This data is from Full USPTO retrosynthesis dataset with 1.9M reactions from patents (1976-2016). (1) Given the product [CH:20]([C:22]1[S:26][C:25]2[CH:27]=[CH:28][CH:29]=[C:30]([C:6]3[CH:7]=[C:8]([CH:10]([CH3:12])[CH3:11])[CH:9]=[C:4]([CH:1]([CH3:2])[CH3:3])[C:5]=3[O:16][CH2:17][CH2:18][CH3:19])[C:24]=2[CH:23]=1)=[O:21], predict the reactants needed to synthesize it. The reactants are: [CH:1]([C:4]1[C:5]([O:16][CH2:17][CH2:18][CH3:19])=[C:6](B(O)O)[CH:7]=[C:8]([CH:10]([CH3:12])[CH3:11])[CH:9]=1)([CH3:3])[CH3:2].[CH:20]([C:22]1[S:26][C:25]2[CH:27]=[CH:28][CH:29]=[C:30](I)[C:24]=2[CH:23]=1)=[O:21].C(=O)([O-])[O-].[Na+].[Na+].O. (2) Given the product [CH3:2][C:3]1[S:12][C:11]2[NH:10][C:9]3[CH:13]=[CH:14][CH:15]=[CH:16][C:8]=3[N:7]=[C:6]([N:17]3[CH2:29][CH2:28][NH:27][C@@H:26]([CH2:18][CH2:19][C:20]4[CH:21]=[CH:22][CH:23]=[CH:24][CH:25]=4)[CH2:31]3)[C:5]=2[CH:4]=1, predict the reactants needed to synthesize it. The reactants are: Cl.[CH3:2][C:3]1[S:12][C:11]2[NH:10][C:9]3[CH:13]=[CH:14][CH:15]=[CH:16][C:8]=3[N:7]=[C:6]([NH2:17])[C:5]=2[CH:4]=1.[CH2:18]([C@H:26]1[CH2:31]N[CH2:29][CH2:28][NH:27]1)[CH2:19][C:20]1[CH:25]=[CH:24][CH:23]=[CH:22][CH:21]=1. (3) Given the product [N:14]1[CH:15]=[CH:16][CH:17]=[CH:18][C:13]=1[CH:2]([C:1]#[N:5])[C:3]#[N:4], predict the reactants needed to synthesize it. The reactants are: [C:1](#[N:5])[CH2:2][C:3]#[N:4].C(O[Na])(C)(C)C.Br[C:13]1[CH:18]=[CH:17][CH:16]=[CH:15][N:14]=1. (4) The reactants are: [CH:1]1([CH2:4][O:5][C:6]2[CH:11]=[C:10]([F:12])[CH:9]=[CH:8][C:7]=2[C:13]2[CH:18]=[CH:17][N:16]=[C:15]3[C:19]([C:31]([OH:33])=O)=[C:20]([CH3:30])[N:21]([CH2:22][O:23][CH2:24][CH2:25][Si:26]([CH3:29])([CH3:28])[CH3:27])[C:14]=23)[CH2:3][CH2:2]1.[NH2:34][C@@H:35]1[CH2:40][CH2:39][C@H:38]([NH:41][C:42](=[O:48])[O:43][C:44]([CH3:47])([CH3:46])[CH3:45])[CH2:37][CH2:36]1. Given the product [CH:1]1([CH2:4][O:5][C:6]2[CH:11]=[C:10]([F:12])[CH:9]=[CH:8][C:7]=2[C:13]2[CH:18]=[CH:17][N:16]=[C:15]3[C:19]([C:31]([NH:34][C@@H:35]4[CH2:40][CH2:39][C@H:38]([NH:41][C:42](=[O:48])[O:43][C:44]([CH3:46])([CH3:45])[CH3:47])[CH2:37][CH2:36]4)=[O:33])=[C:20]([CH3:30])[N:21]([CH2:22][O:23][CH2:24][CH2:25][Si:26]([CH3:27])([CH3:28])[CH3:29])[C:14]=23)[CH2:3][CH2:2]1, predict the reactants needed to synthesize it. (5) The reactants are: C([O:3][C:4]([C:6]1([S:16]([C:19]2[CH:24]=[CH:23][C:22]([O:25][CH3:26])=[CH:21][CH:20]=2)(=[O:18])=[O:17])[CH2:11][CH2:10][N:9]([CH2:12][CH2:13][CH2:14][CH3:15])[CH2:8][CH2:7]1)=[O:5])C. Given the product [CH2:12]([N:9]1[CH2:8][CH2:7][C:6]([S:16]([C:19]2[CH:24]=[CH:23][C:22]([O:25][CH3:26])=[CH:21][CH:20]=2)(=[O:18])=[O:17])([C:4]([OH:5])=[O:3])[CH2:11][CH2:10]1)[CH2:13][CH2:14][CH3:15], predict the reactants needed to synthesize it. (6) Given the product [Br:1][C:2]1[C:3]([F:22])=[CH:4][C:5]2[CH:11]3[CH2:10][CH:9]([CH2:12]3)[N:8]3[C:13]([CH2:19][N:27]([CH2:26][CH2:25][O:24][CH3:23])[CH3:28])=[C:14]([C:16]([NH2:18])=[O:17])[N:15]=[C:7]3[C:6]=2[CH:21]=1, predict the reactants needed to synthesize it. The reactants are: [Br:1][C:2]1[C:3]([F:22])=[CH:4][C:5]2[CH:11]3[CH2:12][CH:9]([CH2:10]3)[N:8]3[C:13]([CH:19]=O)=[C:14]([C:16]([NH2:18])=[O:17])[N:15]=[C:7]3[C:6]=2[CH:21]=1.[CH3:23][O:24][CH2:25][CH2:26][NH:27][CH3:28]. (7) Given the product [S:29]1[C:30]2[CH:36]=[CH:35][CH:34]=[CH:33][C:31]=2[N:32]=[C:28]1[C:2]1[CH:22]=[CH:21][C:5]([C:6]([N:8]2[CH2:13][CH2:12][N:11]([C:14]([O:16][C:17]([CH3:20])([CH3:19])[CH3:18])=[O:15])[CH2:10][CH2:9]2)=[O:7])=[CH:4][CH:3]=1, predict the reactants needed to synthesize it. The reactants are: Br[C:2]1[CH:22]=[CH:21][C:5]([C:6]([N:8]2[CH2:13][CH2:12][N:11]([C:14]([O:16][C:17]([CH3:20])([CH3:19])[CH3:18])=[O:15])[CH2:10][CH2:9]2)=[O:7])=[CH:4][CH:3]=1.C([Sn](CCCC)(CCCC)[C:28]1[S:29][C:30]2[CH:36]=[CH:35][CH:34]=[CH:33][C:31]=2[N:32]=1)CCC.[Cl-].[Li+]. (8) Given the product [CH:47]1([C:53]2[CH:12]=[CH:11][C:10]([C:13]3[CH:30]=[C:31]([C:32]4[CH:33]=[CH:34][C:35]([O:38][C:39]([F:40])([F:41])[F:42])=[CH:36][CH:37]=4)[N:46]=[N:45][C:14]=3[C:16]3[CH:17]=[CH:18][C:19]([C:20]([NH:22][CH2:23][CH2:24][C:25]([OH:27])=[O:26])=[O:21])=[CH:28][CH:29]=3)=[CH:9][CH:8]=2)[CH2:52][CH2:51][CH2:50][CH2:49][CH2:48]1, predict the reactants needed to synthesize it. The reactants are: C1(C2[CH:12]=[CH:11][C:10](/[C:13](=[CH:30]/[C:31](=O)[C:32]3[CH:37]=[CH:36][C:35]([O:38][C:39]([F:42])([F:41])[F:40])=[CH:34][CH:33]=3)/[C:14]([C:16]3[CH:29]=[CH:28][C:19]([C:20]([NH:22][CH2:23][CH2:24][C:25]([OH:27])=[O:26])=[O:21])=[CH:18][CH:17]=3)=O)=[CH:9][CH:8]=2)CCCCC1.O.[NH2:45][NH2:46].[C:47]1([CH3:53])[CH:52]=[CH:51][CH:50]=[CH:49][CH:48]=1. (9) Given the product [CH3:1][C:2]1[N:3]=[CH:4][N:5]([C:20]([C:14]2[CH:19]=[CH:18][CH:17]=[CH:16][CH:15]=2)([C:28]2[CH:29]=[CH:30][CH:31]=[CH:32][CH:33]=2)[C:22]2[CH:23]=[CH:24][CH:25]=[CH:26][CH:27]=2)[CH:6]=1, predict the reactants needed to synthesize it. The reactants are: [CH3:1][C:2]1[N:3]=[CH:4][NH:5][CH:6]=1.C(N(CC)CC)C.[C:14]1([C:20]([C:28]2[CH:33]=[CH:32][CH:31]=[CH:30][CH:29]=2)([C:22]2[CH:27]=[CH:26][CH:25]=[CH:24][CH:23]=2)Cl)[CH:19]=[CH:18][CH:17]=[CH:16][CH:15]=1.O.